Dataset: Catalyst prediction with 721,799 reactions and 888 catalyst types from USPTO. Task: Predict which catalyst facilitates the given reaction. (1) Reactant: I[C:2]1[C:11]2[C:6](=[CH:7][CH:8]=[CH:9][CH:10]=2)[C:5](=[O:12])[O:4][C:3]=1[CH2:13][CH2:14][CH3:15].[C:16]1(B(O)O)[CH:21]=[CH:20][CH:19]=[CH:18][CH:17]=1.C([O-])([O-])=O.[Cs+].[Cs+]. Product: [C:16]1([C:2]2[C:11]3[C:6](=[CH:7][CH:8]=[CH:9][CH:10]=3)[C:5](=[O:12])[O:4][C:3]=2[CH2:13][CH2:14][CH3:15])[CH:21]=[CH:20][CH:19]=[CH:18][CH:17]=1. The catalyst class is: 128. (2) Reactant: [F:1][C:2]1[C:3]([C:13]([F:16])([F:15])[F:14])=[CH:4][CH:5]=[C:6]2[C:11]=1[C:10](=[O:12])[NH:9][CH2:8][CH2:7]2.I[C:18]1[CH:19]=[N:20][CH:21]=[CH:22][C:23]=1[CH3:24].[O-]P([O-])([O-])=O.[K+].[K+].[K+].CN[C@@H]1CCCC[C@H]1NC. Product: [F:1][C:2]1[C:3]([C:13]([F:16])([F:14])[F:15])=[CH:4][CH:5]=[C:6]2[C:11]=1[C:10](=[O:12])[N:9]([C:18]1[CH:19]=[N:20][CH:21]=[CH:22][C:23]=1[CH3:24])[CH2:8][CH2:7]2. The catalyst class is: 321. (3) Reactant: [CH3:1][C:2]1[CH:22]=[CH:21][CH:20]=[C:19]([CH3:23])[C:3]=1[CH2:4][O:5][C:6]1[CH:7]=[C:8]([C:12](=[O:18])[CH2:13][CH2:14][C:15]([OH:17])=[O:16])[CH:9]=[CH:10][CH:11]=1.[Cl-].[Ce+3].[Cl-].[Cl-].[BH4-].[Na+]. Product: [CH3:23][C:19]1[CH:20]=[CH:21][CH:22]=[C:2]([CH3:1])[C:3]=1[CH2:4][O:5][C:6]1[CH:7]=[C:8]([C@H:12]([OH:18])[CH2:13][CH2:14][C:15]([OH:17])=[O:16])[CH:9]=[CH:10][CH:11]=1. The catalyst class is: 5. (4) Reactant: [Sn](Cl)Cl.[CH3:4][N:5]1[CH2:10][CH:9]=[C:8]([C:11]2[C:19]3[C:14](=[CH:15][C:16]([N+:20]([O-])=O)=[CH:17][CH:18]=3)[N:13]([S:23]([C:26]3[CH:31]=[CH:30][CH:29]=[CH:28][CH:27]=3)(=[O:25])=[O:24])[CH:12]=2)[CH2:7][CH2:6]1. Product: [CH3:4][N:5]1[CH2:6][CH:7]=[C:8]([C:11]2[C:19]3[C:14](=[CH:15][C:16]([NH2:20])=[CH:17][CH:18]=3)[N:13]([S:23]([C:26]3[CH:31]=[CH:30][CH:29]=[CH:28][CH:27]=3)(=[O:24])=[O:25])[CH:12]=2)[CH2:9][CH2:10]1. The catalyst class is: 5. (5) Reactant: Cl[CH2:2][CH2:3][C:4]([C:6]1[CH:11]=[C:10]([Cl:12])[C:9]([OH:13])=[CH:8][C:7]=1[OH:14])=[O:5].OS(O)(=O)=O. Product: [Cl:12][C:10]1[CH:11]=[C:6]2[C:7](=[CH:8][C:9]=1[OH:13])[O:14][CH2:2][CH2:3][C:4]2=[O:5]. The catalyst class is: 74. (6) Reactant: [Cl:1][C:2]1[CH:7]=[CH:6][C:5]([C:8]2[C:13]([NH:14][NH2:15])=[N:12][N:11]([CH2:16][C:17]3[C:18]([CH3:27])=[N:19][C:20]([C:23]([F:26])([F:25])[F:24])=[CH:21][CH:22]=3)[C:10](=[O:28])[C:9]=2[C:29]2[CH:36]=[CH:35][C:32]([C:33]#[N:34])=[CH:31][CH:30]=2)=[CH:4][CH:3]=1.[CH2:37]1C[O:40][CH2:39][CH2:38]1.CCN(CC)CC.C(Cl)(=O)CC. Product: [Cl:1][C:2]1[CH:7]=[CH:6][C:5]([C:8]2[C:13]([NH:14][NH:15][C:39](=[O:40])[CH2:38][CH3:37])=[N:12][N:11]([CH2:16][C:17]3[C:18]([CH3:27])=[N:19][C:20]([C:23]([F:25])([F:26])[F:24])=[CH:21][CH:22]=3)[C:10](=[O:28])[C:9]=2[C:29]2[CH:30]=[CH:31][C:32]([C:33]#[N:34])=[CH:35][CH:36]=2)=[CH:4][CH:3]=1. The catalyst class is: 25.